From a dataset of Reaction yield outcomes from USPTO patents with 853,638 reactions. Predict the reaction yield, written as a fraction of the theoretical maximum amount of product (1.0 means a 100% yield; for example, 0.34 means a 34% yield). (1) The reactants are [Br:1][C:2]1[N:7]=[CH:6][C:5]2[C:8]([C:15]([NH:17][CH:18]3[CH2:23][CH2:22][N:21](C(OC(C)(C)C)=O)[CH2:20][CH2:19]3)=[O:16])=[CH:9][N:10]([CH:11]([CH2:13][CH3:14])[CH3:12])[C:4]=2[CH:3]=1.Cl.ClC(Cl)C.C(N(CC)C(C)C)(C)C.[O:45]1[CH2:48][C:47](=O)[CH2:46]1.C(O[BH-](OC(=O)C)OC(=O)C)(=O)C.[Na+]. The catalyst is O1CCOCC1.C(=O)(O)[O-].[Na+]. The product is [Br:1][C:2]1[N:7]=[CH:6][C:5]2[C:8]([C:15]([NH:17][CH:18]3[CH2:23][CH2:22][N:21]([CH:47]4[CH2:48][O:45][CH2:46]4)[CH2:20][CH2:19]3)=[O:16])=[CH:9][N:10]([CH:11]([CH2:13][CH3:14])[CH3:12])[C:4]=2[CH:3]=1. The yield is 0.500. (2) The reactants are [F:1][C:2]1[CH:3]=[C:4]([C:8]2[CH:16]=[CH:15][CH:14]=[C:13]3[C:9]=2[CH2:10][C:11](=[O:17])[NH:12]3)[CH:5]=[CH:6][CH:7]=1.[CH2:18]([O:20][C:21]([C:23]1[C:27]([CH2:28][CH2:29][CH2:30][N:31]2[CH2:36][CH2:35][N:34]([CH3:37])[CH2:33][CH2:32]2)=[C:26]([CH:38]=O)[NH:25][C:24]=1[CH3:40])=[O:22])[CH3:19]. The catalyst is C(O)C.N1CCCCC1. The product is [CH2:18]([O:20][C:21]([C:23]1[C:27]([CH2:28][CH2:29][CH2:30][N:31]2[CH2:36][CH2:35][N:34]([CH3:37])[CH2:33][CH2:32]2)=[C:26]([CH:38]=[C:10]2[C:9]3[C:13](=[CH:14][CH:15]=[CH:16][C:8]=3[C:4]3[CH:5]=[CH:6][CH:7]=[C:2]([F:1])[CH:3]=3)[NH:12][C:11]2=[O:17])[NH:25][C:24]=1[CH3:40])=[O:22])[CH3:19]. The yield is 0.530. (3) The reactants are [OH:1][NH:2][C:3]([C:5]1[CH:10]=[CH:9][CH:8]=[CH:7][N:6]=1)=[NH:4].[CH3:11][O:12][C:13]1[CH:14]=[C:15]([CH:19]=[CH:20][CH:21]=1)[C:16](O)=O. No catalyst specified. The product is [CH3:11][O:12][C:13]1[CH:14]=[C:15]([C:16]2[O:1][N:2]=[C:3]([C:5]3[CH:10]=[CH:9][CH:8]=[CH:7][N:6]=3)[N:4]=2)[CH:19]=[CH:20][CH:21]=1. The yield is 0.350. (4) The reactants are [Li+].C[Si]([N-][Si](C)(C)C)(C)C.[C:11](#[N:13])[CH3:12].[Cl:14][C:15]1[CH:16]=[CH:17][C:18]([CH3:25])=[C:19]([CH:24]=1)[C:20](OC)=[O:21].[NH4+].[Cl-]. The catalyst is C1COCC1. The product is [Cl:14][C:15]1[CH:16]=[CH:17][C:18]([CH3:25])=[C:19]([C:20](=[O:21])[CH2:12][C:11]#[N:13])[CH:24]=1. The yield is 0.800. (5) The reactants are Cl[CH2:2][C:3]1[CH:4]=[CH:5][C:6]([O:9][CH2:10][C:11]2[N:12]=[C:13]([C:17]3[O:18][CH:19]=[CH:20][CH:21]=3)[O:14][C:15]=2[CH3:16])=[N:7][CH:8]=1.[OH:22][C:23]1[C:27]([CH:28]=[O:29])=[CH:26][N:25]([C:30]2[CH:35]=[CH:34][CH:33]=[CH:32][CH:31]=2)[N:24]=1.CN(C)C=O.[H-].[Na+]. The catalyst is O. The product is [O:18]1[CH:19]=[CH:20][CH:21]=[C:17]1[C:13]1[O:14][C:15]([CH3:16])=[C:11]([CH2:10][O:9][C:6]2[N:7]=[CH:8][C:3]([CH2:2][O:22][C:23]3[C:27]([CH:28]=[O:29])=[CH:26][N:25]([C:30]4[CH:31]=[CH:32][CH:33]=[CH:34][CH:35]=4)[N:24]=3)=[CH:4][CH:5]=2)[N:12]=1. The yield is 0.770.